Dataset: Full USPTO retrosynthesis dataset with 1.9M reactions from patents (1976-2016). Task: Predict the reactants needed to synthesize the given product. (1) Given the product [F:19][C:16]1[CH:15]=[CH:14][C:13]([C:10]2[O:11][CH:12]=[C:8]([CH:5]([CH2:6][NH2:7])[CH2:4][CH2:3][N:2]([CH3:20])[CH3:1])[N:9]=2)=[CH:18][CH:17]=1, predict the reactants needed to synthesize it. The reactants are: [CH3:1][N:2]([CH3:20])[CH2:3][CH2:4][CH:5]([C:8]1[N:9]=[C:10]([C:13]2[CH:18]=[CH:17][C:16]([F:19])=[CH:15][CH:14]=2)[O:11][CH:12]=1)[C:6]#[N:7].[BH4-].[Na+]. (2) Given the product [Cl:1][C:2]1[CH:7]=[C:6]([N:8]([S:9]([C:12]2[CH:17]=[CH:16][C:15]([CH3:18])=[CH:14][CH:13]=2)(=[O:11])=[O:10])[CH3:29])[CH:5]=[CH:4][C:3]=1[NH:19][C:20](=[O:28])[C@:21]([OH:27])([CH3:26])[C:22]([F:25])([F:23])[F:24], predict the reactants needed to synthesize it. The reactants are: [Cl:1][C:2]1[CH:7]=[C:6]([NH:8][S:9]([C:12]2[CH:17]=[CH:16][C:15]([CH3:18])=[CH:14][CH:13]=2)(=[O:11])=[O:10])[CH:5]=[CH:4][C:3]=1[NH:19][C:20](=[O:28])[C@:21]([OH:27])([CH3:26])[C:22]([F:25])([F:24])[F:23].[C:29](=O)([O-])[O-].[K+].[K+].IC. (3) Given the product [Br:17][CH2:14][C:13]([C:10]1[CH:11]=[CH:12][CH:8]([C:5]2[CH:4]=[CH:3][C:2]([Cl:1])=[CH:7][CH:6]=2)[C:9]=1[CH3:16])=[O:15], predict the reactants needed to synthesize it. The reactants are: [Cl:1][C:2]1[CH:7]=[CH:6][C:5]([CH:8]2[CH:12]=[CH:11][C:10]([C:13](=[O:15])[CH3:14])=[C:9]2[CH3:16])=[CH:4][CH:3]=1.[Br:17]Br. (4) Given the product [C:36]([C:21]1[C:22]2[NH:23][C:24]3[C:29]([C:30]=2[C:18]([C:14]2[C:13]([CH3:39])=[C:12]([NH:11][C:9](=[O:10])[O:8][CH2:1][C:2]4[CH:7]=[CH:6][CH:5]=[CH:4][CH:3]=4)[CH:17]=[CH:16][CH:15]=2)=[CH:19][N:20]=1)=[CH:28][CH:27]=[C:26]([O:31][CH2:32][CH2:33][O:34][CH3:35])[CH:25]=3)(=[O:37])[NH2:41], predict the reactants needed to synthesize it. The reactants are: [CH2:1]([O:8][C:9]([NH:11][C:12]1[C:13]([CH3:39])=[C:14]([C:18]2[C:30]3[C:29]4[C:24](=[CH:25][C:26]([O:31][CH2:32][CH2:33][O:34][CH3:35])=[CH:27][CH:28]=4)[NH:23][C:22]=3[C:21]([C:36](O)=[O:37])=[N:20][CH:19]=2)[CH:15]=[CH:16][CH:17]=1)=[O:10])[C:2]1[CH:7]=[CH:6][CH:5]=[CH:4][CH:3]=1.[Cl-].[NH4+:41].C(NC(C)C)(C)C.F[P-](F)(F)(F)(F)F.N1(O[P+](N(C)C)(N(C)C)N(C)C)C2C=CC=CC=2N=N1.CN1CCOCC1. (5) Given the product [F:19][C:20]([F:25])([F:24])[C:21]([OH:23])=[O:22].[NH2:11][C@H:8]1[CH2:9][CH2:10][C@H:5]([CH2:4][CH2:3][C:1]#[N:2])[CH2:6][CH2:7]1.[C:21]([OH:23])([C:20]([F:25])([F:24])[F:19])=[O:22], predict the reactants needed to synthesize it. The reactants are: [C:1]([CH2:3][CH2:4][C@H:5]1[CH2:10][CH2:9][C@H:8]([NH:11]C(=O)OC(C)(C)C)[CH2:7][CH2:6]1)#[N:2].[F:19][C:20]([F:25])([F:24])[C:21]([OH:23])=[O:22]. (6) Given the product [CH2:18]([C:2]1[O:6][C:5]([C:7]2[O:11][C:10]3[CH:12]=[CH:13][CH:14]=[C:15]([O:16][CH3:17])[C:9]=3[CH:8]=2)=[N:4][CH:3]=1)[CH3:19], predict the reactants needed to synthesize it. The reactants are: O=[C:2]([CH2:18][CH3:19])[CH2:3][NH:4][C:5]([C:7]1[O:11][C:10]2[CH:12]=[CH:13][CH:14]=[C:15]([O:16][CH3:17])[C:9]=2[CH:8]=1)=[O:6].CC[N+](S(N=C(OC)[O-])(=O)=O)(CC)CC.O.